From a dataset of Catalyst prediction with 721,799 reactions and 888 catalyst types from USPTO. Predict which catalyst facilitates the given reaction. (1) Reactant: [CH2:1]([N:3]([CH2:42][CH3:43])[C:4](=[O:41])[CH:5]([CH2:22][C:23]1[CH:28]=[CH:27][C:26]([NH:29][C:30](=[O:40])[C:31]2[CH:36]=[CH:35][CH:34]=[CH:33][C:32]=2[N+:37]([O-])=O)=[CH:25][CH:24]=1)[C:6]([NH:8][S:9]([C:12]1[CH:21]=[CH:20][C:19]2[C:14](=[CH:15][CH:16]=[CH:17][CH:18]=2)[CH:13]=1)(=[O:11])=[O:10])=[O:7])[CH3:2].C(OCC)(=O)C. Product: [NH2:37][C:32]1[CH:33]=[CH:34][CH:35]=[CH:36][C:31]=1[C:30]([NH:29][C:26]1[CH:25]=[CH:24][C:23]([CH2:22][CH:5]([C:6]([NH:8][S:9]([C:12]2[CH:21]=[CH:20][C:19]3[C:14](=[CH:15][CH:16]=[CH:17][CH:18]=3)[CH:13]=2)(=[O:11])=[O:10])=[O:7])[C:4]([N:3]([CH2:42][CH3:43])[CH2:1][CH3:2])=[O:41])=[CH:28][CH:27]=1)=[O:40]. The catalyst class is: 29. (2) Reactant: [CH3:1][C:2]1[N:7]=[C:6]([O:8][C:9]2[CH:14]=[CH:13][C:12]([CH2:15][CH2:16][OH:17])=[CH:11][CH:10]=2)[CH:5]=[CH:4][CH:3]=1.[N:18]#[C:19][NH2:20].OS(C(F)(F)F)(=O)=O. Product: [C:19](=[NH:18])([O:17][CH2:16][CH2:15][C:12]1[CH:11]=[CH:10][C:9]([O:8][C:6]2[CH:5]=[CH:4][CH:3]=[C:2]([CH3:1])[N:7]=2)=[CH:14][CH:13]=1)[NH2:20]. The catalyst class is: 1. (3) Reactant: [O:1]1[C:9]2[C:4](=[N:5][CH:6]=[CH:7][CH:8]=2)[NH:3][C:2]1=[O:10].[Br:11]Br. Product: [Br:11][C:7]1[CH:8]=[C:9]2[O:1][C:2](=[O:10])[NH:3][C:4]2=[N:5][CH:6]=1. The catalyst class is: 3. (4) Reactant: [F:1][C:2]1[C:3]([NH:37][C@H:38]2[CH:43]3[CH2:44][CH2:45][CH:40]([CH2:41][CH2:42]3)[C@@H:39]2[C:46]([OH:48])=[O:47])=[N:4][C:5]([C:8]2[C:16]3[C:11](=[N:12][CH:13]=[C:14]([F:17])[CH:15]=3)[N:10](C(C3C=CC=CC=3)(C3C=CC=CC=3)C3C=CC=CC=3)[N:9]=2)=[CH:6][CH:7]=1.C([SiH](CC)CC)C.FC(F)(F)C(O)=O. Product: [F:1][C:2]1[C:3]([NH:37][C@H:38]2[CH:43]3[CH2:42][CH2:41][CH:40]([CH2:45][CH2:44]3)[C@@H:39]2[C:46]([OH:48])=[O:47])=[N:4][C:5]([C:8]2[C:16]3[C:11](=[N:12][CH:13]=[C:14]([F:17])[CH:15]=3)[NH:10][N:9]=2)=[CH:6][CH:7]=1. The catalyst class is: 4. (5) Reactant: [CH3:1][N+:2]([CH3:4])=[CH2:3].[I-].C(Cl)(=O)C.[CH3:10][C:11]([C:13]1[CH:18]=[CH:17][CH:16]=[C:15]([O:19][CH3:20])[CH:14]=1)=[O:12]. Product: [CH3:3][N:2]([CH3:4])[CH2:1][CH2:10][C:11]([C:13]1[CH:18]=[CH:17][CH:16]=[C:15]([O:19][CH3:20])[CH:14]=1)=[O:12]. The catalyst class is: 10. (6) Reactant: C(OC([NH:8][CH2:9][C:10]([O:12][C:13]1[CH:18]=[C:17]([NH:19][C:20]([NH:22][CH2:23][C:24]2[CH:25]=[C:26]3[C:30](=[CH:31][CH:32]=2)[C:29](=[O:33])[N:28]([CH:34]2[CH2:39][CH2:38][C:37](=[O:40])[NH:36][C:35]2=[O:41])[CH2:27]3)=[O:21])[CH:16]=[CH:15][C:14]=1[CH3:42])=[O:11])=O)(C)(C)C.[ClH:43]. Product: [ClH:43].[NH2:8][CH2:9][C:10]([O:12][C:13]1[CH:18]=[C:17]([NH:19][C:20]([NH:22][CH2:23][C:24]2[CH:25]=[C:26]3[C:30](=[CH:31][CH:32]=2)[C:29](=[O:33])[N:28]([CH:34]2[CH2:39][CH2:38][C:37](=[O:40])[NH:36][C:35]2=[O:41])[CH2:27]3)=[O:21])[CH:16]=[CH:15][C:14]=1[CH3:42])=[O:11]. The catalyst class is: 158.